The task is: Predict the product of the given reaction.. This data is from Forward reaction prediction with 1.9M reactions from USPTO patents (1976-2016). (1) Given the reactants [S:1]1[CH:5]=[CH:4][C:3](B(O)O)=[CH:2]1.Br[C:10]1[CH:28]=[CH:27][C:13]([C:14]([CH2:16][CH2:17][CH2:18][CH2:19][CH2:20][CH2:21][C:22]([O:24][CH2:25][CH3:26])=[O:23])=[O:15])=[CH:12][CH:11]=1.C1(C)C=CC=CC=1.C([O-])([O-])=O.[K+].[K+], predict the reaction product. The product is: [CH2:25]([O:24][C:22](=[O:23])[CH2:21][CH2:20][CH2:19][CH2:18][CH2:17][CH2:16][C:14](=[O:15])[C:13]1[CH:12]=[CH:11][C:10]([C:3]2[CH:4]=[CH:5][S:1][CH:2]=2)=[CH:28][CH:27]=1)[CH3:26]. (2) Given the reactants C(OC([N:8]1[CH2:17][CH2:16][C:15]2[C:11](=[C:12](OS(C(F)(F)F)(=O)=O)[N:13]([CH:18]3[CH2:23][CH2:22][CH2:21][CH2:20][CH2:19]3)[N:14]=2)[CH2:10][CH2:9]1)=O)(C)(C)C.[CH3:32][O:33][C:34]1[CH:39]=[CH:38][C:37](B(O)O)=[CH:36][CH:35]=1, predict the reaction product. The product is: [CH:18]1([N:13]2[C:12]([C:37]3[CH:38]=[CH:39][C:34]([O:33][CH3:32])=[CH:35][CH:36]=3)=[C:11]3[C:15]([CH2:16][CH2:17][NH:8][CH2:9][CH2:10]3)=[N:14]2)[CH2:19][CH2:20][CH2:21][CH2:22][CH2:23]1. (3) Given the reactants [ClH:1].O1CCOCC1.C(Cl)[Cl:9].[S:11]1[CH2:16][CH2:15][N:14]([C:17]2[CH:18]=[C:19]([CH2:23][NH:24]C(=O)OC(C)(C)C)[CH:20]=[CH:21][CH:22]=2)[CH2:13][CH2:12]1, predict the reaction product. The product is: [ClH:9].[ClH:1].[S:11]1[CH2:12][CH2:13][N:14]([C:17]2[CH:18]=[C:19]([CH2:23][NH2:24])[CH:20]=[CH:21][CH:22]=2)[CH2:15][CH2:16]1. (4) The product is: [ClH:28].[O:11]1[C:12]2[C:18]([C:19]([OH:21])=[O:20])=[CH:17][CH:16]=[CH:15][C:13]=2[CH2:14][NH:8][CH2:9][CH2:10]1. Given the reactants C(OC([N:8]1[CH2:14][C:13]2[CH:15]=[CH:16][CH:17]=[C:18]([C:19]([OH:21])=[O:20])[C:12]=2[O:11][CH2:10][CH2:9]1)=O)(C)(C)C.C(OCC)(=O)C.[ClH:28], predict the reaction product. (5) The product is: [Si:20]([O:1][CH2:2][C@@H:3]([NH:7][C:8](=[O:14])[O:9][C:10]([CH3:13])([CH3:12])[CH3:11])[CH2:4][CH:5]=[CH2:6])([C:23]([CH3:26])([CH3:25])[CH3:24])([CH3:22])[CH3:21]. Given the reactants [OH:1][CH2:2][C@@H:3]([NH:7][C:8](=[O:14])[O:9][C:10]([CH3:13])([CH3:12])[CH3:11])[CH2:4][CH:5]=[CH2:6].N1C=CN=C1.[Si:20](Cl)([C:23]([CH3:26])([CH3:25])[CH3:24])([CH3:22])[CH3:21], predict the reaction product. (6) The product is: [CH:1]1([NH:6][C:7](=[O:27])[C@H:8]([N:13]2[C:24](=[O:26])[C:23]3=[CH:22][NH:21][C:17]4[C:16]3=[C:15]([CH:20]=[CH:19][N:18]=4)[CH2:14]2)[C@H:9]([CH3:12])[CH2:10][CH3:11])[CH2:5][CH2:4][CH2:3][CH2:2]1. Given the reactants [CH:1]1([NH:6][C:7](=[O:27])[C@H:8]([NH:13][CH2:14][C:15]2[CH:20]=[CH:19][N:18]=[C:17]3[NH:21][CH:22]=[C:23]([C:24]([OH:26])=O)[C:16]=23)[C@H:9]([CH3:12])[CH2:10][CH3:11])[CH2:5][CH2:4][CH2:3][CH2:2]1.CN(C(ON1N=NC2C=CC=NC1=2)=[N+](C)C)C.F[P-](F)(F)(F)(F)F.CN1CCOCC1, predict the reaction product. (7) The product is: [CH2:5]([O:12][C:13]1[CH:14]=[C:15]([CH:18]=[C:19]([O:29][CH2:30][C:31]2[CH:36]=[CH:35][CH:34]=[CH:33][CH:32]=2)[C:20]=1[O:21][CH2:22][C:23]1[CH:28]=[CH:27][CH:26]=[CH:25][CH:24]=1)[CH2:16][Cl:3])[C:6]1[CH:11]=[CH:10][CH:9]=[CH:8][CH:7]=1. Given the reactants S(Cl)([Cl:3])=O.[CH2:5]([O:12][C:13]1[CH:14]=[C:15]([CH:18]=[C:19]([O:29][CH2:30][C:31]2[CH:36]=[CH:35][CH:34]=[CH:33][CH:32]=2)[C:20]=1[O:21][CH2:22][C:23]1[CH:28]=[CH:27][CH:26]=[CH:25][CH:24]=1)[CH2:16]O)[C:6]1[CH:11]=[CH:10][CH:9]=[CH:8][CH:7]=1, predict the reaction product. (8) Given the reactants [Br:1][C:2]1[CH:13]=[CH:12][C:5]2[N:6]([CH2:9][CH2:10][OH:11])[CH:7]=[N:8][C:4]=2[CH:3]=1.[H-].[Na+].[CH3:16]I.O, predict the reaction product. The product is: [Br:1][C:2]1[CH:13]=[CH:12][C:5]2[N:6]([CH2:9][CH2:10][O:11][CH3:16])[CH:7]=[N:8][C:4]=2[CH:3]=1. (9) Given the reactants [BH4-].[Na+].[Cl:3][C:4]1[C:13]2[C:8](=[CH:9][C:10]([O:14][CH3:15])=[CH:11][CH:12]=2)[CH:7]=[CH:6][C:5]=1[CH:16]=[O:17].O, predict the reaction product. The product is: [Cl:3][C:4]1[C:13]2[C:8](=[CH:9][C:10]([O:14][CH3:15])=[CH:11][CH:12]=2)[CH:7]=[CH:6][C:5]=1[CH2:16][OH:17].